Dataset: Full USPTO retrosynthesis dataset with 1.9M reactions from patents (1976-2016). Task: Predict the reactants needed to synthesize the given product. (1) Given the product [CH2:6]([O:8][C:9]1[CH:10]=[C:11]2[C:16](=[CH:17][C:18]=1[S:2]([Cl:1])(=[O:5])=[O:3])[CH2:15][N:14]([C:19](=[O:24])[C:20]([F:21])([F:22])[F:23])[CH2:13][CH2:12]2)[CH3:7], predict the reactants needed to synthesize it. The reactants are: [Cl:1][S:2]([OH:5])(=O)=[O:3].[CH2:6]([O:8][C:9]1[CH:10]=[C:11]2[C:16](=[CH:17][CH:18]=1)[CH2:15][N:14]([C:19](=[O:24])[C:20]([F:23])([F:22])[F:21])[CH2:13][CH2:12]2)[CH3:7]. (2) Given the product [Cl-:1].[C:3]([CH2:2][P+:12]([C:13]1[CH:14]=[CH:15][CH:16]=[CH:17][CH:18]=1)([C:19]1[CH:24]=[CH:23][CH:22]=[CH:21][CH:20]=1)[C:6]1[CH:7]=[CH:8][CH:9]=[CH:10][CH:11]=1)(=[O:4])[NH2:5], predict the reactants needed to synthesize it. The reactants are: [Cl:1][CH2:2][C:3]([NH2:5])=[O:4].[C:6]1([P:12]([C:19]2[CH:24]=[CH:23][CH:22]=[CH:21][CH:20]=2)[C:13]2[CH:18]=[CH:17][CH:16]=[CH:15][CH:14]=2)[CH:11]=[CH:10][CH:9]=[CH:8][CH:7]=1.[N+](C)([O-])=O. (3) Given the product [C:1]([C:5]1[CH:6]=[C:7]2[C:12](=[C:13]([F:15])[CH:14]=1)[C:11](=[O:16])[N:10]([C:17]1[CH:27]=[CH:26][CH:25]=[C:24]([C:28]3[CH:29]=[C:30]([NH:37][C:38]4[N:43]=[CH:42][C:41]([CH:44]5[CH2:49][CH2:48][N:47]([CH3:50])[CH2:46][CH2:45]5)=[CH:40][CH:39]=4)[C:31]4[N:32]([CH:34]=[CH:35][N:36]=4)[CH:33]=3)[C:18]=1[CH2:19][OH:20])[N:9]=[CH:8]2)([CH3:4])([CH3:2])[CH3:3], predict the reactants needed to synthesize it. The reactants are: [C:1]([C:5]1[CH:6]=[C:7]2[C:12](=[C:13]([F:15])[CH:14]=1)[C:11](=[O:16])[N:10]([C:17]1[CH:27]=[CH:26][CH:25]=[C:24]([C:28]3[CH:29]=[C:30]([NH:37][C:38]4[N:43]=[CH:42][C:41]([CH:44]5[CH2:49][CH2:48][N:47]([CH3:50])[CH2:46][CH2:45]5)=[CH:40][CH:39]=4)[C:31]4[N:32]([CH:34]=[CH:35][N:36]=4)[CH:33]=3)[C:18]=1[CH2:19][O:20]C(=O)C)[N:9]=[CH:8]2)([CH3:4])([CH3:3])[CH3:2].C([O-])([O-])=O.[K+].[K+]. (4) Given the product [Cl:1][C:2]1[N:7]=[N:6][C:5]([C:8]2([C:10]3[CH:15]=[CH:14][CH:13]=[CH:12][CH:11]=3)[S:21][CH2:18][CH2:19][S:20]2)=[C:4]([CH3:16])[C:3]=1[CH3:17], predict the reactants needed to synthesize it. The reactants are: [Cl:1][C:2]1[N:7]=[N:6][C:5]([C:8]([C:10]2[CH:15]=[CH:14][CH:13]=[CH:12][CH:11]=2)=O)=[C:4]([CH3:16])[C:3]=1[CH3:17].[CH2:18]([SH:21])[CH2:19][SH:20].B(F)(F)F.CCOCC.